Dataset: Forward reaction prediction with 1.9M reactions from USPTO patents (1976-2016). Task: Predict the product of the given reaction. (1) Given the reactants FC(F)(F)S(OS(C(F)(F)F)(=O)=O)(=O)=O.O[CH:17]([O:19][C:20](=[O:23])[CH:21]=[CH2:22])[CH3:18].[CH2:24](N(CC)CC)C.[CH2:31]([OH:34])[CH2:32][OH:33], predict the reaction product. The product is: [OH:33][CH2:32][CH2:31][O:34][CH2:22][C:21](=[CH2:24])[C:20]([O:19][CH2:17][CH3:18])=[O:23]. (2) Given the reactants [CH3:1][C:2]1[CH:3]=[C:4]([CH:10]=[CH:11][C:12]=1[C:13]#[C:14][Si](CC)(CC)CC)[C:5]([O:7][CH2:8][CH3:9])=[O:6].CCCC[N+](CCCC)(CCCC)CCCC.[F-], predict the reaction product. The product is: [C:13]([C:12]1[CH:11]=[CH:10][C:4]([C:5]([O:7][CH2:8][CH3:9])=[O:6])=[CH:3][C:2]=1[CH3:1])#[CH:14]. (3) Given the reactants [O:1]=[C:2]1[CH:6]([C:7](O)=[O:8])[CH2:5][CH2:4][N:3]1[C:10]1[CH:15]=[CH:14][C:13]([O:16][CH2:17][C:18]2[CH:23]=[CH:22][C:21]([C:24]([F:27])([F:26])[F:25])=[CH:20][CH:19]=2)=[CH:12][CH:11]=1.[CH3:28][NH2:29], predict the reaction product. The product is: [CH3:28][NH:29][C:7]([CH:6]1[CH2:5][CH2:4][N:3]([C:10]2[CH:15]=[CH:14][C:13]([O:16][CH2:17][C:18]3[CH:23]=[CH:22][C:21]([C:24]([F:27])([F:26])[F:25])=[CH:20][CH:19]=3)=[CH:12][CH:11]=2)[C:2]1=[O:1])=[O:8]. (4) Given the reactants [Br:1][C:2]1[CH:11]=[CH:10][CH:9]=[C:8]2[C:3]=1[CH2:4][CH2:5][CH2:6][C:7]2=[O:12].[Br:13]Br, predict the reaction product. The product is: [Br:13][CH:6]1[CH2:5][CH2:4][C:3]2[C:8](=[CH:9][CH:10]=[CH:11][C:2]=2[Br:1])[C:7]1=[O:12]. (5) Given the reactants [Cl:1][C:2]1[N:7]=[C:6](Cl)[C:5]([CH:9]([NH:11][C:12]2[CH:17]=[CH:16][C:15]([O:18][CH3:19])=[CH:14][C:13]=2[F:20])[CH3:10])=[CH:4][N:3]=1.[C:21]([C:23]1[CH:24]=[C:25]([N:29]=[C:30]=[O:31])[CH:26]=[CH:27][CH:28]=1)#[N:22], predict the reaction product. The product is: [Cl:1][C:2]1[N:7]=[CH:6][C:5]([CH:9]([N:11]([C:12]2[CH:17]=[CH:16][C:15]([O:18][CH3:19])=[CH:14][C:13]=2[F:20])[C:30]([NH:29][C:25]2[CH:26]=[CH:27][CH:28]=[C:23]([C:21]#[N:22])[CH:24]=2)=[O:31])[CH3:10])=[CH:4][N:3]=1. (6) Given the reactants [CH3:1]/[C:2](=[CH:11]\[N:12]1[CH2:17][CH2:16][CH2:15]CC1)/[C:3]([NH:5][C:6](=[O:10])OCC)=[S:4].Cl.[C:19]([C:23]1[N:28]=[C:27]([N:29]2[CH2:34][CH2:33][N:32](CCCN)[CH2:31][CH2:30]2)[CH:26]=[C:25]([C:39]([F:42])([F:41])[F:40])[N:24]=1)([CH3:22])([CH3:21])[CH3:20].CN1CCOCC1, predict the reaction product. The product is: [C:19]([C:23]1[N:28]=[C:27]([N:29]2[CH2:30][CH2:31][N:32]([CH2:15][CH2:16][CH2:17][N:12]3[CH:11]=[C:2]([CH3:1])[C:3]([SH:4])=[N:5][C:6]3=[O:10])[CH2:33][CH2:34]2)[CH:26]=[C:25]([C:39]([F:40])([F:41])[F:42])[N:24]=1)([CH3:22])([CH3:20])[CH3:21]. (7) Given the reactants [Cl:1][C:2]1[CH:7]=[C:6]([C:8]2[C:17]3[C:12](=[CH:13][C:14]([S:18]([O:21]C4C(F)=C(F)C(F)=C(F)C=4F)(=O)=[O:19])=[CH:15][CH:16]=3)[CH:11]=[CH:10][N:9]=2)[C:5]([O:33][CH3:34])=[CH:4][C:3]=1[C:35]1[CH:40]=[CH:39][CH:38]=[C:37]([F:41])[CH:36]=1.[S:42]1[CH:46]=[N:45][N:44]=[C:43]1[NH2:47].C(=O)([O-])[O-].[Cs+].[Cs+], predict the reaction product. The product is: [Cl:1][C:2]1[CH:7]=[C:6]([C:8]2[C:17]3[C:12](=[CH:13][C:14]([S:18]([NH:47][C:43]4[S:42][CH:46]=[N:45][N:44]=4)(=[O:21])=[O:19])=[CH:15][CH:16]=3)[CH:11]=[CH:10][N:9]=2)[C:5]([O:33][CH3:34])=[CH:4][C:3]=1[C:35]1[CH:40]=[CH:39][CH:38]=[C:37]([F:41])[CH:36]=1. (8) Given the reactants Br[CH2:2][CH2:3][CH2:4][CH2:5][N:6]1[C:10](=[O:11])[C:9]2=[CH:12][CH:13]=[CH:14][CH:15]=[C:8]2[C:7]1=[O:16].[C:17]([NH:24][OH:25])([O:19][C:20]([CH3:23])([CH3:22])[CH3:21])=[O:18].C(#N)C.N12CCCN=C1CCCCC2, predict the reaction product. The product is: [C:20]([O:19][C:17]([NH:24][O:25][CH2:2][CH2:3][CH2:4][CH2:5][N:6]1[C:10](=[O:11])[C:9]2[C:8](=[CH:15][CH:14]=[CH:13][CH:12]=2)[C:7]1=[O:16])=[O:18])([CH3:23])([CH3:22])[CH3:21].